From a dataset of Peptide-MHC class II binding affinity with 134,281 pairs from IEDB. Regression. Given a peptide amino acid sequence and an MHC pseudo amino acid sequence, predict their binding affinity value. This is MHC class II binding data. (1) The peptide sequence is SMSLFEVDQTKIQYV. The MHC is DRB1_0801 with pseudo-sequence DRB1_0801. The binding affinity (normalized) is 0. (2) The peptide sequence is VSAIVGAAASVFVCL. The binding affinity (normalized) is 0. The MHC is DRB3_0202 with pseudo-sequence DRB3_0202. (3) The peptide sequence is ILVLILAHPSKRSQK. The MHC is DRB4_0101 with pseudo-sequence DRB4_0103. The binding affinity (normalized) is 0.738. (4) The peptide sequence is YKAAVDLSHFLKEKGGL. The MHC is DRB1_0101 with pseudo-sequence DRB1_0101. The binding affinity (normalized) is 0.484. (5) The peptide sequence is NISGYNFSLGAAVKA. The MHC is DRB1_0901 with pseudo-sequence DRB1_0901. The binding affinity (normalized) is 0.847. (6) The peptide sequence is RPLWIIFSGNMNIKL. The MHC is HLA-DQA10501-DQB10201 with pseudo-sequence HLA-DQA10501-DQB10201. The binding affinity (normalized) is 0.0580. (7) The peptide sequence is GLCAFLATRIFGRRS. The MHC is DRB1_0301 with pseudo-sequence DRB1_0301. The binding affinity (normalized) is 0.763. (8) The peptide sequence is NNRIWLQFAKLTGFT. The MHC is DRB1_0701 with pseudo-sequence DRB1_0701. The binding affinity (normalized) is 0.566.